This data is from Catalyst prediction with 721,799 reactions and 888 catalyst types from USPTO. The task is: Predict which catalyst facilitates the given reaction. (1) The catalyst class is: 19. Reactant: [NH2:1][C:2]1[C:7]([S:8]([NH:11][C:12]([C:14]2[CH:15]=[CH:16][C:17]([C:28]3[CH:29]=[N:30][C:31]([O:34][C@@H:35]([CH3:45])[CH2:36][O:37]CC4C=CC=CC=4)=[CH:32][CH:33]=3)=[N:18][C:19]=2[N:20]2[CH2:24][C@@H:23]([CH3:25])[CH2:22][C:21]2([CH3:27])[CH3:26])=[O:13])(=[O:10])=[O:9])=[CH:6][CH:5]=[CH:4][N:3]=1.[H][H]. Product: [NH2:1][C:2]1[C:7]([S:8]([NH:11][C:12]([C:14]2[CH:15]=[CH:16][C:17]([C:28]3[CH:29]=[N:30][C:31]([O:34][C@@H:35]([CH3:45])[CH2:36][OH:37])=[CH:32][CH:33]=3)=[N:18][C:19]=2[N:20]2[CH2:24][C@@H:23]([CH3:25])[CH2:22][C:21]2([CH3:26])[CH3:27])=[O:13])(=[O:9])=[O:10])=[CH:6][CH:5]=[CH:4][N:3]=1. (2) Reactant: [CH3:1][C:2]1([CH3:17])[C:15](=[O:16])[C:6]2[C:7]([C:10]([O:12]CC)=[O:11])=[CH:8][O:9][C:5]=2[CH2:4][CH2:3]1.[OH-].[Na+].CCOCC.Cl. Product: [CH3:1][C:2]1([CH3:17])[C:15](=[O:16])[C:6]2[C:7]([C:10]([OH:12])=[O:11])=[CH:8][O:9][C:5]=2[CH2:4][CH2:3]1. The catalyst class is: 193. (3) Reactant: [CH3:1][S:2]([C:5]1[CH:10]=[CH:9][C:8]([C:11](=O)[CH:12]([CH3:17])[C:13]([O:15]C)=O)=[CH:7][CH:6]=1)(=[O:4])=[O:3].[NH:19]([C:21]1[CH:26]=[N:25][CH:24]=[CH:23][N:22]=1)[NH2:20]. Product: [CH3:1][S:2]([C:5]1[CH:6]=[CH:7][C:8]([C:11]2[C:12]([CH3:17])=[C:13]([OH:15])[N:19]([C:21]3[CH:26]=[N:25][CH:24]=[CH:23][N:22]=3)[N:20]=2)=[CH:9][CH:10]=1)(=[O:3])=[O:4]. The catalyst class is: 8. (4) Reactant: [CH3:1][O:2][C:3]1[C:8]([O:9][CH3:10])=[CH:7][C:6](B2OC(C)(C)C(C)(C)O2)=[CH:5][N:4]=1.Br[C:21]1[CH:22]=[C:23]2[C:27](=[CH:28][CH:29]=1)[C:26](=[O:30])[N:25]([C:31]1[CH:32]=[N:33][N:34]([CH2:36][C:37]#[N:38])[CH:35]=1)[CH2:24]2.C(=O)([O-])[O-].[Cs+].[Cs+].CCOC(C)=O.O. Product: [CH3:10][O:9][C:8]1[CH:7]=[C:6]([C:21]2[CH:22]=[C:23]3[C:27](=[CH:28][CH:29]=2)[C:26](=[O:30])[N:25]([C:31]2[CH:32]=[N:33][N:34]([CH2:36][C:37]#[N:38])[CH:35]=2)[CH2:24]3)[CH:5]=[N:4][C:3]=1[O:2][CH3:1]. The catalyst class is: 418.